This data is from Reaction yield outcomes from USPTO patents with 853,638 reactions. The task is: Predict the reaction yield, written as a fraction of the theoretical maximum amount of product (1.0 means a 100% yield; for example, 0.34 means a 34% yield). (1) The product is [CH3:18][O:19][C:2]1[C:3]2[N:11]=[C:10]([NH2:12])[S:9][C:4]=2[N:5]=[C:6]([CH3:8])[N:7]=1. The reactants are Cl[C:2]1[C:3]2[N:11]=[C:10]([NH:12]C(=O)OCC)[S:9][C:4]=2[N:5]=[C:6]([CH3:8])[N:7]=1.[CH3:18][O-:19].[Na+].CO. The yield is 0.556. The catalyst is O. (2) The reactants are [CH2:1]([O:3][C:4]1[CH:5]=[C:6]([C:12]([C:14]2[CH:19]=[CH:18][C:17]([O:20][CH3:21])=[C:16]([N+:22]([O-])=O)[CH:15]=2)=[CH2:13])[CH:7]=[CH:8][C:9]=1[O:10][CH3:11])[CH3:2].O.O.[Sn](Cl)Cl.[OH-].[Na+]. The catalyst is C(OCC)(=O)C.C(O)C. The product is [CH2:1]([O:3][C:4]1[CH:5]=[C:6]([C:12]([C:14]2[CH:19]=[CH:18][C:17]([O:20][CH3:21])=[C:16]([NH2:22])[CH:15]=2)=[CH2:13])[CH:7]=[CH:8][C:9]=1[O:10][CH3:11])[CH3:2]. The yield is 0.480.